Dataset: Forward reaction prediction with 1.9M reactions from USPTO patents (1976-2016). Task: Predict the product of the given reaction. (1) Given the reactants [Br:1][C:2]1[CH:3]=[C:4]2[C:9](=[CH:10][C:11]=1[O:12][CH3:13])[CH:8]=[N:7][CH:6]([CH2:14][CH3:15])[CH2:5]2.C(O[CH:19]=[C:20]([C:26](=[O:28])[CH3:27])[C:21]([O:23][CH2:24][CH3:25])=[O:22])C, predict the reaction product. The product is: [Br:1][C:2]1[C:11]([O:12][CH3:13])=[CH:10][C:9]2[CH:8]3[N:7]([CH:6]([CH2:14][CH3:15])[CH2:5][C:4]=2[CH:3]=1)[CH:19]=[C:20]([C:21]([O:23][CH2:24][CH3:25])=[O:22])[C:26](=[O:28])[CH2:27]3. (2) Given the reactants Cl[C:2]1[C:3]2[S:10][CH:9]=[CH:8][C:4]=2[N:5]=[CH:6][N:7]=1.[CH2:11]1[O:21][C:20]2[CH:19]=[CH:18][C:15]([CH2:16][NH2:17])=[CH:14][C:13]=2[O:12]1, predict the reaction product. The product is: [CH2:11]1[O:21][C:20]2[CH:19]=[CH:18][C:15]([CH2:16][NH:17][C:2]3[C:3]4[S:10][CH:9]=[CH:8][C:4]=4[N:5]=[CH:6][N:7]=3)=[CH:14][C:13]=2[O:12]1. (3) Given the reactants [CH2:1]([C:3]1[O:7][C:6]([CH:8]([C:10]2[CH:15]=[CH:14][CH:13]=[C:12]([CH3:16])[N:11]=2)[OH:9])=[CH:5][CH:4]=1)[CH3:2], predict the reaction product. The product is: [CH2:1]([C:3]1[O:7][C:6]([C:8]([C:10]2[CH:15]=[CH:14][CH:13]=[C:12]([CH3:16])[N:11]=2)=[O:9])=[CH:5][CH:4]=1)[CH3:2]. (4) Given the reactants [Cl:1][C:2]1[CH:3]=[CH:4][C:5]([NH:8][C:9]([C:11]2[CH:16]=[CH:15][CH:14]=[CH:13][C:12]=2[NH:17][C:18]([C:20]2[CH:25]=[CH:24][C:23]([C:26]#[N:27])=[CH:22][CH:21]=2)=[O:19])=[O:10])=[N:6][CH:7]=1.[BH4-].[Na+], predict the reaction product. The product is: [NH2:27][CH2:26][C:23]1[CH:22]=[CH:21][C:20]([C:18]([NH:17][C:12]2[CH:13]=[CH:14][CH:15]=[CH:16][C:11]=2[C:9](=[O:10])[NH:8][C:5]2[CH:4]=[CH:3][C:2]([Cl:1])=[CH:7][N:6]=2)=[O:19])=[CH:25][CH:24]=1. (5) Given the reactants [OH:1][CH:2]([CH2:6][CH2:7][S:8][CH3:9])[C:3]([OH:5])=[O:4].[CH2:10]([OH:22])[CH2:11][CH2:12][CH2:13][CH2:14][CH2:15][CH2:16][CH2:17][CH2:18][CH2:19][CH2:20][CH3:21].C1(C)C=C[C:26]([S:29](O)(=O)=O)=CC=1.[OH2:34].[C:35]1(C)C=C[CH:38]=[CH:37][CH:36]=1, predict the reaction product. The product is: [OH:1][CH:2]([CH2:6][CH2:7][S:8][CH3:9])[C:3]([O:5][CH:36]([CH2:37][CH2:38][S:29][CH3:26])[C:35]([O:22][CH2:10][CH2:11][CH2:12][CH2:13][CH2:14][CH2:15][CH2:16][CH2:17][CH2:18][CH2:19][CH2:20][CH3:21])=[O:34])=[O:4].